Dataset: Forward reaction prediction with 1.9M reactions from USPTO patents (1976-2016). Task: Predict the product of the given reaction. (1) Given the reactants [Cl:1][C:2]1[N:3]=[CH:4][C:5]2[C:10]([C:11]=1[CH:12]=[O:13])=[CH:9][CH:8]=[CH:7][CH:6]=2.[C:14]1([CH2:20][CH2:21][CH2:22][Mg]Br)[CH:19]=[CH:18][CH:17]=[CH:16][CH:15]=1, predict the reaction product. The product is: [Cl:1][C:2]1[N:3]=[CH:4][C:5]2[C:10]([C:11]=1[CH:12]([OH:13])[CH2:22][CH2:21][CH2:20][C:14]1[CH:19]=[CH:18][CH:17]=[CH:16][CH:15]=1)=[CH:9][CH:8]=[CH:7][CH:6]=2. (2) Given the reactants Cl.[O:2]=[C:3]1[C:8]2[CH:9]=[C:10]([C:12]3[CH:17]=[CH:16][N:15]=[C:14](C4C=C5C(C=C(C(O)=O)N5)=CC=4)[CH:13]=3)[NH:11][C:7]=2[CH2:6][CH2:5][NH:4]1.CC1(C)C(C)(C)OB([C:38]2[CH:46]=[C:45]3[C:41]([CH:42]=[C:43]([C:47]([O:49]CC)=[O:48])N3)=[CH:40][CH:39]=2)O1.[Cl:53]C1C=C(C2NC3CCNC(=[O:69])C=3C=2)C=CN=1.C(=O)([O-])[O-].[Na+].[Na+].[Li+].[OH-].C(=O)([O-])[O-].[Cs+].[Cs+].[OH-].[Na+], predict the reaction product. The product is: [ClH:53].[O:2]=[C:3]1[C:8]2[CH:9]=[C:10]([C:12]3[CH:17]=[CH:16][N:15]=[C:14]([C:39]4[CH:38]=[CH:46][C:45]5[O:69][C:43]([C:47]([OH:49])=[O:48])=[CH:42][C:41]=5[CH:40]=4)[CH:13]=3)[NH:11][C:7]=2[CH2:6][CH2:5][NH:4]1. (3) Given the reactants F[C:2]1[N:7]=[C:6]2[N:8]([CH2:18][C:19]3[CH:24]=[CH:23][C:22]([O:25][CH3:26])=[CH:21][CH:20]=3)[N:9]=[C:10]([C:11]([O:13][C:14]([CH3:17])([CH3:16])[CH3:15])=[O:12])[C:5]2=[CH:4][CH:3]=1.[CH3:27][O:28][C:29]1[CH:36]=[CH:35][C:32]([CH2:33][NH2:34])=[CH:31][CH:30]=1, predict the reaction product. The product is: [CH3:26][O:25][C:22]1[CH:23]=[CH:24][C:19]([CH2:18][N:8]2[C:6]3=[N:7][C:2]([NH:34][CH2:33][C:32]4[CH:35]=[CH:36][C:29]([O:28][CH3:27])=[CH:30][CH:31]=4)=[CH:3][CH:4]=[C:5]3[C:10]([C:11]([O:13][C:14]([CH3:17])([CH3:16])[CH3:15])=[O:12])=[N:9]2)=[CH:20][CH:21]=1. (4) Given the reactants [N:1]([CH:4]([C:6]1[CH:7]=[C:8]2[N:13]([C:14]=1[C:15]1[CH:20]=[N:19][CH:18]=[CH:17][N:16]=1)[CH:12]=[CH:11][CH:10]=[CH:9]2)[CH3:5])=[N+]=[N-].C1C=CC(P(C2C=CC=CC=2)C2C=CC=CC=2)=CC=1.O, predict the reaction product. The product is: [N:16]1[CH:17]=[CH:18][N:19]=[CH:20][C:15]=1[C:14]1[N:13]2[C:8]([CH:9]=[CH:10][CH:11]=[CH:12]2)=[CH:7][C:6]=1[CH:4]([NH2:1])[CH3:5]. (5) Given the reactants [CH2:1]([O:8][CH:9]([CH2:21][CH2:22][CH2:23][CH2:24][CH3:25])/[CH:10]=[CH:11]/[B:12]1[O:16]C(C)(C)C(C)(C)[O:13]1)[C:2]1[CH:7]=[CH:6][CH:5]=[CH:4][CH:3]=1.I([O-])(=O)(=O)=O.[Na+].C([O-])(=O)C.[NH4+], predict the reaction product. The product is: [CH2:1]([O:8][CH:9]([CH2:21][CH2:22][CH2:23][CH2:24][CH3:25])/[CH:10]=[CH:11]/[B:12]([OH:13])[OH:16])[C:2]1[CH:7]=[CH:6][CH:5]=[CH:4][CH:3]=1.